This data is from Catalyst prediction with 721,799 reactions and 888 catalyst types from USPTO. The task is: Predict which catalyst facilitates the given reaction. Reactant: [NH2:1][CH2:2][C@@H:3]([CH2:9][CH:10]([CH3:12])[CH3:11])[CH2:4][C:5]([O:7]C)=[O:6].[OH-].[Na+:14]. Product: [Na+:14].[NH2:1][CH2:2][C@@H:3]([CH2:9][CH:10]([CH3:12])[CH3:11])[CH2:4][C:5]([O-:7])=[O:6]. The catalyst class is: 33.